From a dataset of Catalyst prediction with 721,799 reactions and 888 catalyst types from USPTO. Predict which catalyst facilitates the given reaction. Reactant: [C:1]([O:5][C:6]([NH:8][C:9]1[CH:14]=[CH:13][CH:12]=[CH:11][C:10]=1[NH:15][C:16](=[O:32])[C:17]1[CH:22]=[CH:21][C:20](B2OC(C)(C)C(C)(C)O2)=[CH:19][CH:18]=1)=[O:7])([CH3:4])([CH3:3])[CH3:2].[CH:33]1([NH:39][C:40](=[O:49])[O:41][CH2:42][C:43]2[S:47][C:46](Cl)=[N:45][CH:44]=2)[CH2:38][CH2:37][CH2:36][CH2:35][CH2:34]1. Product: [CH:33]1([NH:39][C:40](=[O:49])[O:41][CH2:42][C:43]2[S:47][C:46]([C:20]3[CH:19]=[CH:18][C:17]([C:16]([NH:15][C:10]4[CH:11]=[CH:12][CH:13]=[CH:14][C:9]=4[NH:8][C:6]([O:5][C:1]([CH3:4])([CH3:3])[CH3:2])=[O:7])=[O:32])=[CH:22][CH:21]=3)=[N:45][CH:44]=2)[CH2:38][CH2:37][CH2:36][CH2:35][CH2:34]1. The catalyst class is: 13.